This data is from Full USPTO retrosynthesis dataset with 1.9M reactions from patents (1976-2016). The task is: Predict the reactants needed to synthesize the given product. (1) Given the product [CH3:11][O:12][C@H:13]1[CH2:18][CH2:17][C@H:16]([NH:19][C:2]2[CH:7]=[CH:6][N:5]3[N:8]=[CH:9][CH:10]=[C:4]3[N:3]=2)[CH2:15][CH2:14]1, predict the reactants needed to synthesize it. The reactants are: Cl[C:2]1[CH:7]=[CH:6][N:5]2[N:8]=[CH:9][CH:10]=[C:4]2[N:3]=1.[CH3:11][O:12][C@H:13]1[CH2:18][CH2:17][C@H:16]([NH2:19])[CH2:15][CH2:14]1.O. (2) The reactants are: [OH:1][CH:2]([C:19]1[CH:24]=[CH:23][CH:22]=[CH:21][CH:20]=1)[CH2:3][O:4][C:5]1[CH:18]=[CH:17][C:8]([CH:9]=[C:10]2[S:14][C:13](=[O:15])[NH:12][C:11]2=[O:16])=[CH:7][CH:6]=1.O.[BH4-].[Na+].C(O)(=O)C. Given the product [OH:1][CH:2]([C:19]1[CH:20]=[CH:21][CH:22]=[CH:23][CH:24]=1)[CH2:3][O:4][C:5]1[CH:18]=[CH:17][C:8]([CH2:9][CH:10]2[S:14][C:13](=[O:15])[NH:12][C:11]2=[O:16])=[CH:7][CH:6]=1, predict the reactants needed to synthesize it. (3) Given the product [Br:2][C:3]1[CH:4]=[CH:5][C:6]([C:9]2[N:13]([C:14]3[CH:19]=[CH:18][C:17]([Cl:20])=[CH:16][C:15]=3[Cl:21])[N:12]=[C:11]([C:22]([NH:24][NH2:25])=[O:23])[C:10]=2[CH2:33][CH3:34])=[CH:7][CH:8]=1, predict the reactants needed to synthesize it. The reactants are: Cl.[Br:2][C:3]1[CH:8]=[CH:7][C:6]([C:9]2[N:13]([C:14]3[CH:19]=[CH:18][C:17]([Cl:20])=[CH:16][C:15]=3[Cl:21])[N:12]=[C:11]([C:22]([NH:24][NH:25]C(OC(C)(C)C)=O)=[O:23])[C:10]=2[CH2:33][CH3:34])=[CH:5][CH:4]=1. (4) Given the product [Br:1][C:2]1[CH:3]=[N:4][C:5]2[N:6]([N:8]=[C:9]([C:11]([N:16]3[CH2:17][CH:18]=[C:19]([C:21]4[CH:22]=[CH:23][C:24]([CH3:27])=[CH:25][CH:26]=4)[CH2:20][CH:15]3[CH3:14])=[O:13])[CH:10]=2)[CH:7]=1, predict the reactants needed to synthesize it. The reactants are: [Br:1][C:2]1[CH:3]=[N:4][C:5]2[N:6]([N:8]=[C:9]([C:11]([OH:13])=O)[CH:10]=2)[CH:7]=1.[CH3:14][CH:15]1[CH2:20][C:19]([C:21]2[CH:26]=[CH:25][C:24]([CH3:27])=[CH:23][CH:22]=2)=[CH:18][CH2:17][NH:16]1. (5) Given the product [Cl:1][C:2]1[CH:3]=[C:4]([O:9][CH2:10][CH:11]=[CH2:12])[C:5]([NH:8][S:33]([CH2:32][C:26]2[CH:27]=[C:28]([O:30][CH3:31])[CH:29]=[C:24]([O:23][CH3:22])[CH:25]=2)(=[O:35])=[O:34])=[N:6][CH:7]=1, predict the reactants needed to synthesize it. The reactants are: [Cl:1][C:2]1[CH:3]=[C:4]([O:9][CH2:10][CH:11]=[CH2:12])[C:5]([NH2:8])=[N:6][CH:7]=1.CCN(C(C)C)C(C)C.[CH3:22][O:23][C:24]1[CH:25]=[C:26]([CH2:32][S:33](Cl)(=[O:35])=[O:34])[CH:27]=[C:28]([O:30][CH3:31])[CH:29]=1.